This data is from Full USPTO retrosynthesis dataset with 1.9M reactions from patents (1976-2016). The task is: Predict the reactants needed to synthesize the given product. (1) Given the product [CH3:1][C:2]([CH3:17])([CH3:16])[C:3]#[C:4][C:5]1[CH:10]=[C:9]([N+:11]([O-:13])=[O:12])[CH:8]=[C:7]([F:14])[C:6]=1[NH:15][C:24](=[O:28])[CH2:25][CH2:26][CH3:27], predict the reactants needed to synthesize it. The reactants are: [CH3:1][C:2]([CH3:17])([CH3:16])[C:3]#[C:4][C:5]1[CH:10]=[C:9]([N+:11]([O-:13])=[O:12])[CH:8]=[C:7]([F:14])[C:6]=1[NH2:15].N1C=CC=CC=1.[C:24](Cl)(=[O:28])[CH2:25][CH2:26][CH3:27]. (2) Given the product [F:27][CH2:26][CH2:25][CH2:24][O:1][C:2]1[CH:3]=[CH:4][C:5]([C:8]2[N:9]=[C:10]3[CH:15]=[CH:14][CH:13]=[CH:12][N:11]3[CH:16]=2)=[CH:6][CH:7]=1, predict the reactants needed to synthesize it. The reactants are: [OH:1][C:2]1[CH:7]=[CH:6][C:5]([C:8]2[N:9]=[C:10]3[CH:15]=[CH:14][CH:13]=[CH:12][N:11]3[CH:16]=2)=[CH:4][CH:3]=1.C(=O)([O-])[O-].[K+].[K+].Br[CH2:24][CH2:25][CH2:26][F:27].O. (3) Given the product [Cl:35][C:30]1[CH:31]=[CH:32][CH:33]=[CH:34][C:29]=1[N:11]1[C:12]([C:14]2[S:15][C:16]([C:19]3[CH:24]=[CH:23][CH:22]=[C:21]([S:25]([CH3:28])(=[O:27])=[O:26])[CH:20]=3)=[CH:17][CH:18]=2)=[CH:13][C:9]([C:7]2([OH:8])[CH2:2][CH2:1]2)=[N:10]1, predict the reactants needed to synthesize it. The reactants are: [CH3:1][CH2:2][Mg+].[Br-].CO[C:7]([C:9]1[CH:13]=[C:12]([C:14]2[S:15][C:16]([C:19]3[CH:24]=[CH:23][CH:22]=[C:21]([S:25]([CH3:28])(=[O:27])=[O:26])[CH:20]=3)=[CH:17][CH:18]=2)[N:11]([C:29]2[CH:34]=[CH:33][CH:32]=[CH:31][C:30]=2[Cl:35])[N:10]=1)=[O:8].[NH4+].[Cl-]. (4) Given the product [CH:20]([N:16]1[C:15]([C:9]2[S:10][C:11]3[CH2:12][CH2:13][O:14][C:5]4[CH:4]=[CH:3][C:2]([C:30]5[C:25]([CH3:24])=[N:26][CH:27]=[CH:28][CH:29]=5)=[CH:23][C:6]=4[C:7]=3[N:8]=2)=[N:19][CH:18]=[N:17]1)([CH3:22])[CH3:21], predict the reactants needed to synthesize it. The reactants are: Br[C:2]1[CH:3]=[CH:4][C:5]2[O:14][CH2:13][CH2:12][C:11]3[S:10][C:9]([C:15]4[N:16]([CH:20]([CH3:22])[CH3:21])[N:17]=[CH:18][N:19]=4)=[N:8][C:7]=3[C:6]=2[CH:23]=1.[CH3:24][C:25]1[C:30](B(O)O)=[CH:29][CH:28]=[CH:27][N:26]=1.C([O-])(=O)C.[K+].CN(C=O)C.